The task is: Predict the product of the given reaction.. This data is from Forward reaction prediction with 1.9M reactions from USPTO patents (1976-2016). (1) Given the reactants [Cl:1][C:2]1[CH:7]=[CH:6][C:5]([NH:8][C:9](=[O:14])[C:10]([CH3:13])([CH3:12])[CH3:11])=[CH:4][C:3]=1[C:15]([F:18])([F:17])[F:16].[Li]CCCC.[I:24]I, predict the reaction product. The product is: [Cl:1][C:2]1[CH:7]=[CH:6][C:5]([NH:8][C:9](=[O:14])[C:10]([CH3:11])([CH3:12])[CH3:13])=[C:4]([I:24])[C:3]=1[C:15]([F:16])([F:17])[F:18]. (2) Given the reactants C1(C)C=CC=CC=1.[NH:8]1[CH:12]=[CH:11][N:10]=[CH:9]1.Br[CH2:14][CH2:15][N:16]1[C:20](=[O:21])[C:19]2=[CH:22][CH:23]=[CH:24][CH:25]=[C:18]2[C:17]1=[O:26], predict the reaction product. The product is: [N:8]1([CH2:14][CH2:15][N:16]2[C:17](=[O:26])[C:18]3[C:19](=[CH:22][CH:23]=[CH:24][CH:25]=3)[C:20]2=[O:21])[CH:12]=[CH:11][N:10]=[CH:9]1. (3) Given the reactants [Cl:1][C:2]1[CH:10]=[CH:9][CH:8]=[C:7]2[C:3]=1[C:4]([C:11](=[O:16])[C:12]([F:15])([F:14])[F:13])=[CH:5][NH:6]2.C([O-])([O-])=O.[Cs+].[Cs+].FC(F)(F)S(O[CH2:29][CH2:30][C:31]([F:34])([F:33])[F:32])(=O)=O, predict the reaction product. The product is: [Cl:1][C:2]1[CH:10]=[CH:9][CH:8]=[C:7]2[C:3]=1[C:4]([C:11](=[O:16])[C:12]([F:14])([F:15])[F:13])=[CH:5][N:6]2[CH2:29][CH2:30][C:31]([F:34])([F:33])[F:32]. (4) The product is: [CH3:1][O:2][CH2:3][O:4][C:5]1[CH:14]=[C:13]2[C:8]([C:9](=[O:25])[C:10]([C:15]3[CH:20]=[CH:19][C:18]([O:21][CH2:22][O:23][CH3:24])=[CH:17][CH:16]=3)([CH3:26])[CH2:11][O:12]2)=[CH:7][CH:6]=1. Given the reactants [CH3:1][O:2][CH2:3][O:4][C:5]1[CH:14]=[C:13]2[C:8]([C:9](=[O:25])[CH:10]([C:15]3[CH:20]=[CH:19][C:18]([O:21][CH2:22][O:23][CH3:24])=[CH:17][CH:16]=3)[CH2:11][O:12]2)=[CH:7][CH:6]=1.[C:26](=O)([O-])[O-].[K+].[K+].CI.CCCCCC.C(OCC)(=O)C, predict the reaction product.